Binary Classification. Given a miRNA mature sequence and a target amino acid sequence, predict their likelihood of interaction. From a dataset of Experimentally validated miRNA-target interactions with 360,000+ pairs, plus equal number of negative samples. (1) The miRNA is hsa-miR-7977 with sequence UUCCCAGCCAACGCACCA. The protein sequence of the target gene is MACAAARSPADQDRFICIYPAYLNNKKTIAEGRRIPISKAVENPTATEIQDVCSAVGLNVFLEKNKMYSREWNRDVQYRGRVRVQLKQEDGSLCLVQFPSRKSVMLYAAEMIPKLKTRTQKTGGADQSLQQGEGSKKGKGKKKK. Result: 1 (interaction). (2) The miRNA is hsa-miR-7162-3p with sequence UCUGAGGUGGAACAGCAGC. Result: 0 (no interaction). The protein sequence of the target gene is MRSSARGRPLQAATAFFLSLFFFLRRFERGFWLWGGDSETKVYVGNLGTGAGKGELERAFSYYGPLRTVWIARNPPGFAFVEFEDPRDAEDAVRGLDGKVICGSRVRVELSTGMPRRSRFDRPPARRPFDPNDRCYECGEKGHYAYDCHRYSRRRRSRSRSRSHSRSRGRRYSRSRSRSRGRRSRSASPRRSRSVSLRRSRSASLRRSRSGSIIGSRYFQSRSRSRSRSRSISRPRSSRSKSRSPSPKRSRSPSGSPHRSASPERMD. (3) The miRNA is hsa-miR-1255a with sequence AGGAUGAGCAAAGAAAGUAGAUU. The protein sequence of the target gene is MWGACKVKVHDSLATISITLRRYLRLGATMAKSKFEYVRDFEADDTCLAHCWVVVRLDGRNFHRFAEKHNFAKPNDSRALQLMTKCAQTVMEELEDIVIAYGQSDEYSFVFKRKTNWFKRRASKFMTHVASQFASSYVFYWRDYFEDQPLLYPPGFDGRVVVYPSNQTLKDYLSWRQADCHINNLYNTVFWALIQQSGLTPVQAQGRLQGTLAADKNEILFSEFNINYNNELPMYRKGTVLIWQKVDEVMTKEIKLPTEMEGKKMAVTRTRTKPVPLHCDIIGDAFWKEHPEILDEDS. Result: 0 (no interaction). (4) The miRNA is hsa-miR-2277-5p with sequence AGCGCGGGCUGAGCGCUGCCAGUC. Result: 0 (no interaction). The protein sequence of the target gene is MPQLSGGGGGGGGDPELCATDEMIPFKDEGDPQKEKIFAEISHPEEEGDLADIKSSLVNESEIIPASNGHEVARQAQTSQEPYHDKAREHPDDGKHPDGGLYNKGPSYSSYSGYIMMPNMNNDPYMSNGSLSPPIPRTSNKVPVVQPSHAVHPLTPLITYSDEHFSPGSHPSHIPSDVNSKQGMSRHPPAPDIPTFYPLSPGGVGQITPPLGWQGQPVYPITGGFRQPYPSSLSVDTSMSRFSHHMIPGPPGPHTTGIPHPAIVTPQVKQEHPHTDSDLMHVKPQHEQRKEQEPKRPHIK.... (5) The miRNA is mmu-miR-3099-3p with sequence UAGGCUAGAGAGAGGUUGGGGA. The protein sequence of the target gene is MAVGLCVQVLCSLGGWLSLYTSFCCLNKHRSCEWSCRLVTFTHGVLSIGLSAYIGFIDGPWPFTHPGSPNTPLQVHVLCLTLGYFIFDLGWCIYFQSEGPLMLAHHTLSILGIIMALALGESGTEVNAVLFGSEITNPLLQMRWFLRETGHYHSFTGDVVDFLFVALFTGVRIGVGAHLLFCEMVSPTPKWFVKVGGVAMYAVSWCFMVSIWRFAWKKSIKKYHAWRSRRNEERQLRHNGHLKTH. Result: 0 (no interaction). (6) The miRNA is hsa-miR-6785-5p with sequence UGGGAGGGCGUGGAUGAUGGUG. The protein sequence of the target gene is METSQETSLFLVKILEELDSKQNTVSYQDLCKSLCARFDLSQLAKLRSVLFYTACLDPNFPATLFKDKMKCTVNNQQSKKIMVAADIVTIFNLIQMNGGAAKEKLPTGRQKVRKKEASFESCRSDTEICNAAECEPLNCELSERSFSRGYPIRQSSKCRKMDCKDCPQFVPASEPNFLLGVSKEVKNRAASLDRLQALAPYSVTSPQPCEMQRTYFPMNIENESISDQDSLPINQSIKETFISNEEPFVVQSCVQKRNIFKEDFHNLMAVSPSLVGPISKAENEHREPQSRKEPHKPPFF.... Result: 0 (no interaction). (7) The miRNA is hsa-miR-4728-5p with sequence UGGGAGGGGAGAGGCAGCAAGCA. The protein sequence of the target gene is MGFQPPAALLLRLFLLQGILRLLWGDLAFIPPFIRMSGPAVSASLVGDTEGVTVSLAVLQDEAGILPIPTCGVLNNETEDWSVTVIPGAKVLEVTVRWKRGLDWCSSNETDSFSESPCILQTLLVSASHNSSCSAHLLIQVEIYANSSLTHNASENVTVIPNQVYQPLGPCPCNLTAGACDVRCCCDQECSSNLTTLFRRSCFTGVFGGDVNPPFDQLCSAGTTTRGVPDWFPFLCVQSPLANTPFLGYFYHGAVSPKQDSSFEVYVDTDAKDFADFGYKQGDPIMTVKKAYFTIPQVSL.... Result: 1 (interaction).